This data is from Reaction yield outcomes from USPTO patents with 853,638 reactions. The task is: Predict the reaction yield, written as a fraction of the theoretical maximum amount of product (1.0 means a 100% yield; for example, 0.34 means a 34% yield). The reactants are [OH:1][C:2]1[CH:7]=[C:6]([OH:8])[CH:5]=[CH:4][C:3]=1[C:9](=[O:11])[CH3:10].[Br-:12].[Br-:13].[Br-:14].C([N+](C)(C)C)C1C=CC=CC=1.C([N+](C)(C)C)C1C=CC=CC=1.C([N+](C)(C)C)C1C=CC=CC=1. The catalyst is CO.ClCCl.C(OCC)(=O)C. The product is [Br:12][CH2:10][C:9]([C:3]1[CH:4]=[C:5]([Br:13])[C:6]([OH:8])=[C:7]([Br:14])[C:2]=1[OH:1])=[O:11]. The yield is 0.920.